This data is from Catalyst prediction with 721,799 reactions and 888 catalyst types from USPTO. The task is: Predict which catalyst facilitates the given reaction. (1) Reactant: [C:1]([O:5][C:6](=[O:31])[NH:7][C:8]1([C:16]2[CH:25]=[CH:24][C:23]3[C:18](=[CH:19][CH:20]=[C:21]([OH:30])[C:22]=3[C:26]([F:29])([F:28])[F:27])[CH:17]=2)[CH2:13][O:12][C:11]([CH3:15])([CH3:14])[O:10][CH2:9]1)([CH3:4])([CH3:3])[CH3:2].[F:32][C:33]([F:42])([F:41])[CH:34]1[CH2:39][CH2:38][CH:37](O)[CH2:36][CH2:35]1.C1(P(C2C=CC=CC=2)C2C=CC=CC=2)C=CC=CC=1.C1(C)C=CC=CC=1.N(C(OC(C)C)=O)=NC(OC(C)C)=O.CC(OC(/N=N/C(OC(C)C)=O)=O)C. Product: [CH3:14][C:11]1([CH3:15])[O:12][CH2:13][C:8]([NH:7][C:6](=[O:31])[O:5][C:1]([CH3:2])([CH3:3])[CH3:4])([C:16]2[CH:25]=[CH:24][C:23]3[C:18](=[CH:19][CH:20]=[C:21]([O:30][CH:37]4[CH2:38][CH2:39][CH:34]([C:33]([F:42])([F:41])[F:32])[CH2:35][CH2:36]4)[C:22]=3[C:26]([F:27])([F:28])[F:29])[CH:17]=2)[CH2:9][O:10]1. The catalyst class is: 2. (2) Reactant: [CH2:1]([C:8]1[CH:14]=[CH:13][C:11]([NH2:12])=[CH:10][CH:9]=1)[C:2]1[CH:7]=[CH:6][CH:5]=[CH:4][CH:3]=1.C1C(=O)N([Br:22])C(=O)C1. Product: [Br:22][C:13]1[CH:14]=[C:8]([CH2:1][C:2]2[CH:3]=[CH:4][CH:5]=[CH:6][CH:7]=2)[CH:9]=[CH:10][C:11]=1[NH2:12]. The catalyst class is: 9. (3) Reactant: Cl.[NH2:2][C@H:3]1[CH2:8][CH2:7][C@H:6]([OH:9])[CH2:5][CH2:4]1.C([O-])([O-])=O.[K+].[K+].Cl[C:17]([O:19][CH2:20][C:21]1[CH:26]=[CH:25][CH:24]=[CH:23][CH:22]=1)=[O:18]. Product: [OH:9][CH:6]1[CH2:7][CH2:8][CH:3]([NH:2][C:17](=[O:18])[O:19][CH2:20][C:21]2[CH:26]=[CH:25][CH:24]=[CH:23][CH:22]=2)[CH2:4][CH2:5]1. The catalyst class is: 20. (4) Reactant: [S:1]1[CH:5]=[CH:4][CH:3]=[C:2]1[CH2:6][NH2:7].[C:8]([O:12][CH3:13])(=[O:11])[CH:9]=[CH2:10]. Product: [S:1]1[CH:5]=[CH:4][CH:3]=[C:2]1[CH2:6][NH:7][CH2:10][CH2:9][C:8]([O:12][CH3:13])=[O:11]. The catalyst class is: 8. (5) Reactant: [N:1]1([C:7]2[S:8]/[C:9](=[CH:13]\[C:14]3[CH:19]=[CH:18][C:17]([F:20])=[CH:16][C:15]=3[OH:21])/[C:10](=[O:12])[N:11]=2)[CH2:6][CH2:5][CH2:4][CH2:3][NH:2]1.C(N(CC)CC)C.[NH:29]([C:38]([O:40][C:41]([CH3:44])([CH3:43])[CH3:42])=[O:39])[C@H:30]([C:35](O)=[O:36])[CH2:31][CH:32]([CH3:34])[CH3:33].OC1C2N=NNC=2C=CC=1.CCN=C=NCCCN(C)C.Cl. Product: [C:41]([O:40][C:38]([NH:29][C@@H:30]([CH2:31][CH:32]([CH3:34])[CH3:33])[C:35]([O:21][C:15]1[CH:16]=[C:17]([F:20])[CH:18]=[CH:19][C:14]=1/[CH:13]=[C:9]1\[C:10](=[O:12])[N:11]=[C:7]([N:1]2[CH2:6][CH2:5][CH2:4][CH2:3][NH:2]2)[S:8]\1)=[O:36])=[O:39])([CH3:44])([CH3:43])[CH3:42]. The catalyst class is: 139. (6) Reactant: [CH3:1][O:2][C:3](=[O:12])[C:4]1[CH:9]=[CH:8][C:7]([I:10])=[C:6]([NH2:11])[CH:5]=1.[CH3:13][S:14](Cl)(=[O:16])=[O:15].COC(=O)C1C=CC(NS(C)(=O)=O)=C(I)C=1. Product: [CH3:1][O:2][C:3](=[O:12])[C:4]1[CH:9]=[CH:8][C:7]([I:10])=[C:6]([NH:11][S:14]([CH3:13])(=[O:16])=[O:15])[CH:5]=1. The catalyst class is: 17.